From a dataset of Forward reaction prediction with 1.9M reactions from USPTO patents (1976-2016). Predict the product of the given reaction. (1) Given the reactants [CH2:1](O)[CH2:2][CH2:3][CH2:4][CH2:5][CH2:6][CH2:7][CH2:8][CH2:9][CH2:10][CH2:11][CH2:12][CH2:13][CH2:14][CH2:15][CH2:16][CH2:17][CH3:18].C1C=CC(P(C2C=CC=CC=2)C2C=CC=CC=2)=CC=1.C(Br)(Br)(Br)[Br:40], predict the reaction product. The product is: [Br:40][CH2:1][CH2:2][CH2:3][CH2:4][CH2:5][CH2:6][CH2:7][CH2:8][CH2:9][CH2:10][CH2:11][CH2:12][CH2:13][CH2:14][CH2:15][CH2:16][CH2:17][CH3:18]. (2) Given the reactants [OH:1][C:2]1[CH:11]=[CH:10][CH:9]=[C:8]2[C:3]=1[CH:4]=[CH:5][N:6]=[CH:7]2.C(N(CC)CC)C.[S:19](O[S:19]([C:22]([F:25])([F:24])[F:23])(=[O:21])=[O:20])([C:22]([F:25])([F:24])[F:23])(=[O:21])=[O:20], predict the reaction product. The product is: [F:23][C:22]([F:25])([F:24])[S:19]([O:1][C:2]1[CH:11]=[CH:10][CH:9]=[C:8]2[C:3]=1[CH:4]=[CH:5][N:6]=[CH:7]2)(=[O:21])=[O:20]. (3) Given the reactants [Cl:1][C:2]1[C:7]2[N:8]([CH2:11][C@H:12]3[CH2:17][CH2:16][C@H:15]([CH3:18])[CH2:14][CH2:13]3)[CH:9]=[N:10][C:6]=2[CH:5]=[C:4]([Cl:19])[N:3]=1.[O:20]1[CH2:25][CH2:24][NH:23][C@@H:22]2[CH2:26][CH2:27][CH2:28][C@@H:21]12, predict the reaction product. The product is: [ClH:1].[Cl:1][C:2]1[C:7]2[N:8]([CH2:11][C@H:12]3[CH2:17][CH2:16][C@H:15]([CH3:18])[CH2:14][CH2:13]3)[C:9]([N:23]3[CH2:24][CH2:25][O:20][C@@H:21]4[CH2:28][CH2:27][CH2:26][C@@H:22]34)=[N:10][C:6]=2[CH:5]=[C:4]([Cl:19])[N:3]=1. (4) Given the reactants [CH:1]1([CH2:6][C:7]([C:9]2[CH:24]=[CH:23][C:12]([O:13][CH2:14][C:15]3[CH:22]=[CH:21][C:18]([C:19]#[N:20])=[CH:17][CH:16]=3)=[C:11]([CH3:25])[C:10]=2[OH:26])=[O:8])[CH2:5][CH2:4][CH2:3][CH2:2]1.C[Si]([N:31]=[N+:32]=[N-:33])(C)C.C([Sn](=O)CCCC)CCC, predict the reaction product. The product is: [CH:1]1([CH2:6][C:7]([C:9]2[CH:24]=[CH:23][C:12]([O:13][CH2:14][C:15]3[CH:16]=[CH:17][C:18]([C:19]4[N:31]=[N:32][NH:33][N:20]=4)=[CH:21][CH:22]=3)=[C:11]([CH3:25])[C:10]=2[OH:26])=[O:8])[CH2:2][CH2:3][CH2:4][CH2:5]1. (5) Given the reactants [CH3:1][O:2][C:3]1[CH:12]=[CH:11][C:10]2[C:5](=[CH:6][N+:7]3[CH2:20][CH2:19][C:18]4[C:13](=[CH:14][C:15]5[O:23][CH2:22][O:21][C:16]=5[CH:17]=4)[C:8]=3[CH:9]=2)[C:4]=1[O:24][CH3:25].[Cl-].[CH:27]([Mg]Br)=[CH2:28], predict the reaction product. The product is: [CH3:25][O:24][C:4]1[C:5]2[CH:6]([CH:27]=[CH2:28])[N:7]3[CH2:20][CH2:19][C:18]4[C:13]([C:8]3=[CH:9][C:10]=2[CH:11]=[CH:12][C:3]=1[O:2][CH3:1])=[CH:14][C:15]1[O:23][CH2:22][O:21][C:16]=1[CH:17]=4. (6) Given the reactants [NH2:1][C:2]1[C:11]([N+:12]([O-])=O)=[C:10]2[C:5]([C:6](=[O:24])[CH:7]=[C:8]([C:15]3[CH:20]=[CH:19][C:18]([N:21]([CH3:23])[CH3:22])=[CH:17][CH:16]=3)[O:9]2)=[CH:4][CH:3]=1.[H][H].[ClH:27], predict the reaction product. The product is: [ClH:27].[NH2:1][C:2]1[C:11]([NH2:12])=[C:10]2[C:5]([C:6](=[O:24])[CH:7]=[C:8]([C:15]3[CH:20]=[CH:19][C:18]([N:21]([CH3:22])[CH3:23])=[CH:17][CH:16]=3)[O:9]2)=[CH:4][CH:3]=1.